This data is from Full USPTO retrosynthesis dataset with 1.9M reactions from patents (1976-2016). The task is: Predict the reactants needed to synthesize the given product. (1) Given the product [Cl:13][C:14]1[CH:15]=[C:16]([CH:20]=[CH:21][C:22]=1[Cl:23])[C:17]([N:10]=[C:8]1[N:7]([CH:25]([CH2:30][CH3:31])[C:26]([OH:28])=[O:27])[C:6]2[CH:11]=[C:2]([F:1])[C:3]([F:12])=[CH:4][C:5]=2[S:9]1)=[O:18], predict the reactants needed to synthesize it. The reactants are: [F:1][C:2]1[C:3]([F:12])=[CH:4][C:5]2[S:9][C:8]([NH2:10])=[N:7][C:6]=2[CH:11]=1.[Cl:13][C:14]1[CH:15]=[C:16]([CH:20]=[CH:21][C:22]=1[Cl:23])[C:17](Cl)=[O:18].Br[CH:25]([CH2:30][CH3:31])[C:26]([O:28]C)=[O:27].COC1C=CC2N=C(N)SC=2C=1.ClC1C=C(C=CC=1)C(Cl)=O.BrCC(OCC)=O. (2) Given the product [CH3:24][O:23][C:20]1[N:21]=[CH:22][C:17]([N:6]2[C:7]3[CH:8]=[CH:9][C:10]([CH3:13])=[CH:11][C:12]=3[C:4]3[CH2:3][N:2]([CH3:1])[CH2:15][CH2:14][C:5]2=3)=[CH:18][CH:19]=1, predict the reactants needed to synthesize it. The reactants are: [CH3:1][N:2]1[CH2:15][CH2:14][C:5]2[NH:6][C:7]3[CH:8]=[CH:9][C:10]([CH3:13])=[CH:11][C:12]=3[C:4]=2[CH2:3]1.Br[C:17]1[CH:18]=[CH:19][C:20]([O:23][CH3:24])=[N:21][CH:22]=1.[O-]P([O-])([O-])=O.[K+].[K+].[K+].N1CCC[C@H]1C(O)=O. (3) Given the product [Br:1][C:2]1[CH:9]=[CH:8][CH:7]=[CH:6][C:3]=1[N:4]([CH:11]([CH3:13])[CH3:10])[CH3:5], predict the reactants needed to synthesize it. The reactants are: [Br:1][C:2]1[CH:9]=[CH:8][CH:7]=[CH:6][C:3]=1[NH:4][CH3:5].[CH3:10][C:11]([CH3:13])=O.CC(O)=O.[BH-](OC(C)=O)(OC(C)=O)OC(C)=O.[Na+].[OH-].[Na+]. (4) Given the product [Cl:11][CH2:12][CH2:13][CH2:14][C:15]([C:6]1[S:5][CH:4]=[C:3]([C:7]([O:9][CH3:10])=[O:8])[C:2]=1[CH3:1])=[O:16], predict the reactants needed to synthesize it. The reactants are: [CH3:1][C:2]1[C:3]([C:7]([O:9][CH3:10])=[O:8])=[CH:4][S:5][CH:6]=1.[Cl:11][CH2:12][CH2:13][CH2:14][C:15](Cl)=[O:16].C([O-])(O)=O.[Na+]. (5) The reactants are: [C:1]([O:5][C:6]([N:8]1[CH2:11][CH:10]([C:12]([OH:14])=O)[CH2:9]1)=[O:7])([CH3:4])([CH3:3])[CH3:2].C1(N=C=NC2CCCCC2)CCCCC1.Cl.[CH3:31][NH:32][O:33][CH3:34].C(N(CC)CC)C. Given the product [CH3:34][O:33][N:32]([CH3:31])[C:12]([CH:10]1[CH2:9][N:8]([C:6]([O:5][C:1]([CH3:2])([CH3:3])[CH3:4])=[O:7])[CH2:11]1)=[O:14], predict the reactants needed to synthesize it. (6) The reactants are: [NH2:1][C:2]1[CH:7]=[CH:6][C:5]([C:8]2[CH:9]=[CH:10][N:11]3[C:16]([C:17]=2[CH3:18])=[C:15]([CH:19]2[CH2:21][CH2:20]2)[CH:14]=[C:13]([C:22]([O:24][CH2:25][CH3:26])=[O:23])[C:12]3=[O:27])=[CH:4][CH:3]=1.[C:28](OC(=O)C)(=[O:30])[CH3:29].O. Given the product [C:28]([NH:1][C:2]1[CH:3]=[CH:4][C:5]([C:8]2[CH:9]=[CH:10][N:11]3[C:16]([C:17]=2[CH3:18])=[C:15]([CH:19]2[CH2:21][CH2:20]2)[CH:14]=[C:13]([C:22]([O:24][CH2:25][CH3:26])=[O:23])[C:12]3=[O:27])=[CH:6][CH:7]=1)(=[O:30])[CH3:29], predict the reactants needed to synthesize it.